This data is from Full USPTO retrosynthesis dataset with 1.9M reactions from patents (1976-2016). The task is: Predict the reactants needed to synthesize the given product. (1) Given the product [OH:17][CH2:16][C:18]1[N:22]([CH3:23])[N:21]=[CH:20][C:19]=1[C:24]#[C:25][C:26]1[CH:31]=[CH:30][C:29]([S:32]([NH2:35])(=[O:34])=[O:33])=[CH:28][CH:27]=1, predict the reactants needed to synthesize it. The reactants are: [H-].C([Al+]CC(C)C)C(C)C.O1CCCC1.[CH:16]([C:18]1[N:22]([CH3:23])[N:21]=[CH:20][C:19]=1[C:24]#[C:25][C:26]1[CH:31]=[CH:30][C:29]([S:32]([NH2:35])(=[O:34])=[O:33])=[CH:28][CH:27]=1)=[O:17].Cl. (2) Given the product [Cl:1][C:2]1[N:7]=[C:6]([NH:8][C:9]([N:32]2[CH2:33][CH2:34][N:29]3[N:28]=[CH:27][C:26]([C:23]4[CH:22]=[CH:21][C:20]([F:19])=[CH:25][CH:24]=4)=[C:30]3[CH2:31]2)=[O:17])[CH:5]=[CH:4][C:3]=1[F:18], predict the reactants needed to synthesize it. The reactants are: [Cl:1][C:2]1[N:7]=[C:6]([NH:8][C:9](=[O:17])OC2C=CC=CC=2)[CH:5]=[CH:4][C:3]=1[F:18].[F:19][C:20]1[CH:25]=[CH:24][C:23]([C:26]2[CH:27]=[N:28][N:29]3[CH2:34][CH2:33][NH:32][CH2:31][C:30]=23)=[CH:22][CH:21]=1.CCN(C(C)C)C(C)C. (3) Given the product [C:4]([OH:6])(=[O:3])[CH3:5].[CH2:7]([N:14]1[C:22](=[O:23])[C:21]2[C:16](=[CH:17][CH:18]=[CH:19][CH:20]=2)[CH:15]1[NH2:24])[C:8]1[CH:9]=[CH:10][CH:11]=[CH:12][CH:13]=1, predict the reactants needed to synthesize it. The reactants are: C([O:3][C:4](=[O:6])[CH3:5])C.[CH2:7]([N:14]1[C:22](=[O:23])[C:21]2[C:16](=[CH:17][CH:18]=[CH:19][CH:20]=2)[CH:15]1[NH2:24])[C:8]1[CH:13]=[CH:12][CH:11]=[CH:10][CH:9]=1.C(=O)([O-])[O-].[K+].[K+].Cl.